This data is from Drug-induced liver injury (DILI) classification data. The task is: Regression/Classification. Given a drug SMILES string, predict its toxicity properties. Task type varies by dataset: regression for continuous values (e.g., LD50, hERG inhibition percentage) or binary classification for toxic/non-toxic outcomes (e.g., AMES mutagenicity, cardiotoxicity, hepatotoxicity). Dataset: dili. (1) The molecule is CC(CCC(=O)O)C1CCC2C3C(O)CC4CC(O)CCC4(C)C3CCC12C. The result is 0 (no liver injury). (2) The compound is O=C(O)c1cc(-c2ccccc2)nc2ccccc12. The result is 1 (causes liver injury). (3) The compound is CN1C2CC(OC(=O)C(CO)c3ccccc3)CC1C1OC12. The result is 0 (no liver injury).